Dataset: Full USPTO retrosynthesis dataset with 1.9M reactions from patents (1976-2016). Task: Predict the reactants needed to synthesize the given product. (1) Given the product [CH3:20][C:15]1[CH:16]=[CH:17][CH:18]=[CH:19][C:14]=1[C:12]([C:9]1[S:8][C:7]([NH:6][CH2:5][CH2:4][CH2:3][NH:2][S:26]([C:22]2[S:21][CH:25]=[CH:24][CH:23]=2)(=[O:28])=[O:27])=[N:11][CH:10]=1)=[O:13], predict the reactants needed to synthesize it. The reactants are: Cl.[NH2:2][CH2:3][CH2:4][CH2:5][NH:6][C:7]1[S:8][C:9]([C:12]([C:14]2[CH:19]=[CH:18][CH:17]=[CH:16][C:15]=2[CH3:20])=[O:13])=[CH:10][N:11]=1.[S:21]1[CH:25]=[CH:24][CH:23]=[C:22]1[S:26](Cl)(=[O:28])=[O:27].CCN(CC)CC. (2) Given the product [Cl:1][C:2]1[CH:7]=[CH:6][C:5]([S:8]([NH:16][CH3:15])(=[O:10])=[O:9])=[CH:4][C:3]=1[N+:12]([O-:14])=[O:13], predict the reactants needed to synthesize it. The reactants are: [Cl:1][C:2]1[CH:7]=[CH:6][C:5]([S:8](Cl)(=[O:10])=[O:9])=[CH:4][C:3]=1[N+:12]([O-:14])=[O:13].[CH3:15][NH2:16].O. (3) Given the product [CH:32]1([CH2:38][NH:39][C:16]([C:15]2[CH:14]=[CH:13][CH:12]=[C:11]([CH3:10])[C:20]=2[NH:19][C:18]([C:21]2[C:30]3[C:25](=[CH:26][CH:27]=[CH:28][CH:29]=3)[CH:24]=[CH:23][CH:22]=2)=[O:17])=[O:31])[CH2:37][CH2:36][CH2:35][CH2:34][CH2:33]1, predict the reactants needed to synthesize it. The reactants are: C(N(C(C)C)CC)(C)C.[CH3:10][C:11]1[C:20]2[N:19]=[C:18]([C:21]3[C:30]4[C:25](=[CH:26][CH:27]=[CH:28][CH:29]=4)[CH:24]=[CH:23][CH:22]=3)[O:17][C:16](=[O:31])[C:15]=2[CH:14]=[CH:13][CH:12]=1.[CH:32]1([CH2:38][NH2:39])[CH2:37][CH2:36][CH2:35][CH2:34][CH2:33]1. (4) Given the product [CH:34]([NH:8][C:9]1[S:10][C:11]([C:14]2[CH:15]=[C:16]([C:28]3[CH:29]=[CH:30][CH:31]=[CH:32][CH:33]=3)[C:17]3[N:18]([CH:20]=[C:21]([C:23]([O:25][CH2:26][CH3:27])=[O:24])[N:22]=3)[CH:19]=2)=[CH:12][N:13]=1)([CH3:35])[CH3:36], predict the reactants needed to synthesize it. The reactants are: C(OC([N:8]([CH:34]([CH3:36])[CH3:35])[C:9]1[S:10][C:11]([C:14]2[CH:15]=[C:16]([C:28]3[CH:33]=[CH:32][CH:31]=[CH:30][CH:29]=3)[C:17]3[N:18]([CH:20]=[C:21]([C:23]([O:25][CH2:26][CH3:27])=[O:24])[N:22]=3)[CH:19]=2)=[CH:12][N:13]=1)=O)(C)(C)C. (5) Given the product [S:29]1[CH2:30][CH2:31][N:32]=[C:28]1[C:26]1[NH:27][C:23]([C:8]2[CH:7]=[C:6]([CH:11]=[C:10]([O:12][C:13]3[CH:18]=[CH:17][C:16]([S:19]([CH3:22])(=[O:21])=[O:20])=[CH:15][CH:14]=3)[CH:9]=2)[O:5][C@@H:4]([CH3:33])[CH2:3][OH:2])=[CH:24][CH:25]=1, predict the reactants needed to synthesize it. The reactants are: C[O:2][CH2:3][C@H:4]([CH3:33])[O:5][C:6]1[CH:7]=[C:8]([C:23]2[NH:27][C:26]([C:28]3[S:29][CH2:30][CH2:31][N:32]=3)=[CH:25][CH:24]=2)[CH:9]=[C:10]([O:12][C:13]2[CH:18]=[CH:17][C:16]([S:19]([CH3:22])(=[O:21])=[O:20])=[CH:15][CH:14]=2)[CH:11]=1.ClCCl.B(Br)(Br)Br.C(=O)([O-])O.[Na+].